This data is from Forward reaction prediction with 1.9M reactions from USPTO patents (1976-2016). The task is: Predict the product of the given reaction. Given the reactants [CH2:1]([O:8][C:9]1[CH:10]=[C:11](F)[C:12]([N+:16]([O-:18])=[O:17])=[C:13]([F:15])[CH:14]=1)[C:2]1[CH:7]=[CH:6][CH:5]=[CH:4][CH:3]=1.C(=O)([O-])[O-].[K+].[K+].[Br:26][C:27]1[NH:28][CH:29]=[C:30]([CH3:32])[N:31]=1, predict the reaction product. The product is: [CH2:1]([O:8][C:9]1[CH:14]=[C:13]([F:15])[C:12]([N+:16]([O-:18])=[O:17])=[C:11]([N:28]2[CH:29]=[C:30]([CH3:32])[N:31]=[C:27]2[Br:26])[CH:10]=1)[C:2]1[CH:3]=[CH:4][CH:5]=[CH:6][CH:7]=1.